Dataset: Reaction yield outcomes from USPTO patents with 853,638 reactions. Task: Predict the reaction yield, written as a fraction of the theoretical maximum amount of product (1.0 means a 100% yield; for example, 0.34 means a 34% yield). (1) The reactants are [CH2:1]([NH:8][C:9]([C:11]1[S:15][C:14]([NH:16][C:17]([O:19][C:20]([CH3:23])([CH3:22])[CH3:21])=[O:18])=[N:13][C:12]=1[CH3:24])=[O:10])[C:2]1[CH:7]=[CH:6][CH:5]=[CH:4][CH:3]=1.[Br:25]N1C(=O)CCC1=O. The catalyst is C(#N)C. The product is [CH2:1]([NH:8][C:9]([C:11]1[S:15][C:14]([NH:16][C:17]([O:19][C:20]([CH3:21])([CH3:23])[CH3:22])=[O:18])=[N:13][C:12]=1[CH2:24][Br:25])=[O:10])[C:2]1[CH:3]=[CH:4][CH:5]=[CH:6][CH:7]=1. The yield is 0.580. (2) The reactants are [F:1][C:2]1[CH:3]=[C:4]([CH:9](O)[CH2:10][CH2:11][CH2:12][C:13]2[CH:18]=[CH:17][C:16]([O:19][CH3:20])=[CH:15][CH:14]=2)[CH:5]=[CH:6][C:7]=1[F:8].C1C=CC(P(C2C=CC=CC=2)C2C=CC=CC=2)=CC=1.[C:41]1(=[O:51])[NH:45][C:44](=[O:46])[C:43]2=[CH:47][CH:48]=[CH:49][CH:50]=[C:42]12.CCOC(/N=N/C(OCC)=O)=O. The catalyst is C1COCC1. The product is [F:1][C:2]1[CH:3]=[C:4]([CH:9]([N:45]2[C:41](=[O:51])[C:42]3[C:43](=[CH:47][CH:48]=[CH:49][CH:50]=3)[C:44]2=[O:46])[CH2:10][CH2:11][CH2:12][C:13]2[CH:18]=[CH:17][C:16]([O:19][CH3:20])=[CH:15][CH:14]=2)[CH:5]=[CH:6][C:7]=1[F:8]. The yield is 0.270. (3) The reactants are [C:1]1([C@@H:7]2[O:9][C@H:8]2[C:10]([O-:12])=O)[CH:6]=[CH:5][CH:4]=[CH:3][CH:2]=1.[K+].ClC(OCC(C)C)=O.CN1CCOCC1.[NH2:29][C:30]1[CH:35]=[CH:34][CH:33]=[CH:32][C:31]=1[OH:36]. The catalyst is C1COCC1. The product is [OH:36][C:31]1[CH:32]=[CH:33][CH:34]=[CH:35][C:30]=1[NH:29][C:10]([C@H:8]1[C@H:7]([C:1]2[CH:2]=[CH:3][CH:4]=[CH:5][CH:6]=2)[O:9]1)=[O:12]. The yield is 0.770. (4) The reactants are [CH2:1]([O:3][C:4]([C:6]1[CH:7]=[N:8][C:9]2[C:14]([C:15]=1Cl)=[CH:13][CH:12]=[CH:11][C:10]=2[N+:17]([O-])=O)=[O:5])[CH3:2].[C:20]1([CH2:26][CH2:27][CH2:28][NH2:29])[CH:25]=[CH:24][CH:23]=[CH:22][CH:21]=1. No catalyst specified. The product is [CH2:1]([O:3][C:4]([C:6]1[CH:7]=[N:8][C:9]2[C:14]([C:15]=1[NH:29][CH2:28][CH2:27][CH2:26][C:20]1[CH:25]=[CH:24][CH:23]=[CH:22][CH:21]=1)=[CH:13][CH:12]=[CH:11][C:10]=2[NH2:17])=[O:5])[CH3:2]. The yield is 0.880. (5) The reactants are [CH2:1]([N:8]1[C:12](=O)[C@@H:11]2[C:14]3[CH:15]=[CH:16][C:17]([Br:23])=[C:18]([Cl:22])[C:19]=3[CH2:20][O:21][C@@:10]2([CH3:24])[CH2:9]1)[C:2]1[CH:7]=[CH:6][CH:5]=[CH:4][CH:3]=1.B.CSC.Cl. The catalyst is O1CCCC1. The product is [CH2:1]([N:8]1[CH2:12][C@@H:11]2[C:14]3[CH:15]=[CH:16][C:17]([Br:23])=[C:18]([Cl:22])[C:19]=3[CH2:20][O:21][C@@:10]2([CH3:24])[CH2:9]1)[C:2]1[CH:3]=[CH:4][CH:5]=[CH:6][CH:7]=1. The yield is 0.700. (6) The yield is 0.620. No catalyst specified. The product is [CH3:30][N:12]1[C:9]2=[N:10][CH:11]=[C:6]([C:4]([OH:5])=[O:3])[CH:7]=[C:8]2[N:14]=[C:13]1[NH:15][C:16]1[S:17][C:18]2[CH:24]=[C:23]([O:25][C:26]([F:29])([F:27])[F:28])[CH:22]=[CH:21][C:19]=2[N:20]=1. The reactants are C([O:3][C:4]([C:6]1[CH:7]=[C:8]2[N:14]=[C:13]([NH:15][C:16]3[S:17][C:18]4[CH:24]=[C:23]([O:25][C:26]([F:29])([F:28])[F:27])[CH:22]=[CH:21][C:19]=4[N:20]=3)[N:12]([CH3:30])[C:9]2=[N:10][CH:11]=1)=[O:5])C.[OH-].[Li+]. (7) The reactants are [C:1]([CH:3]1[C:12]2[CH2:11][CH2:10][C:9]3=[N:13][N:14]([CH2:16][C:17]4[C:22]([CH3:23])=[C:21]([O:24][CH3:25])[C:20]([CH3:26])=[CH:19][N:18]=4)[N:15]=[C:7]([C:8]=23)[C:6]([N:27](C(OC(C)(C)C)=O)C(OC(C)(C)C)=O)=[N:5][S:4]1)#[N:2].Cl.C(N(CC)CC)C.[N-:50]=[N+:51]=[N-:52].[Na+]. The product is [CH3:25][O:24][C:21]1[C:20]([CH3:26])=[CH:19][N:18]=[C:17]([CH2:16][N:14]2[N:13]=[C:9]3[CH2:10][CH2:11][C:12]4[CH:3]([C:1]5[NH:2][N:52]=[N:51][N:50]=5)[S:4][N:5]=[C:6]([NH2:27])[C:7]([C:8]=43)=[N:15]2)[C:22]=1[CH3:23]. The yield is 0.190. The catalyst is CN(C)C=O. (8) The reactants are [C:1]1([S:7]([CH2:10][C:11]2[CH:12]=[C:13]([CH:18]=[CH:19][C:20]=2[N+:21]([O-:23])=[O:22])[O:14][CH2:15][CH2:16][OH:17])(=[O:9])=[O:8])[CH:6]=[CH:5][CH:4]=[CH:3][CH:2]=1.[C:24]1([CH3:34])[CH:29]=[CH:28][C:27]([S:30](Cl)(=[O:32])=[O:31])=[CH:26][CH:25]=1.C(N(CC)CC)C. The catalyst is C(Cl)Cl. The product is [C:1]1([S:7]([CH2:10][C:11]2[CH:12]=[C:13]([CH:18]=[CH:19][C:20]=2[N+:21]([O-:23])=[O:22])[O:14][CH2:15][CH2:16][O:17][S:30]([C:27]2[CH:28]=[CH:29][C:24]([CH3:34])=[CH:25][CH:26]=2)(=[O:32])=[O:31])(=[O:8])=[O:9])[CH:2]=[CH:3][CH:4]=[CH:5][CH:6]=1. The yield is 0.690. (9) The reactants are [Br:1][C:2]1[CH:3]=[C:4]2[C:8](=[CH:9][CH:10]=1)[NH:7][C:6](=[O:11])[CH2:5]2.[N:12]1([CH2:17][CH2:18][CH2:19][NH:20][C:21]([C:23]2[C:27]([CH3:28])=[C:26]([CH:29]=O)[NH:25][C:24]=2[CH3:31])=[O:22])[CH:16]=[CH:15][N:14]=[CH:13]1. No catalyst specified. The product is [N:12]1([CH2:17][CH2:18][CH2:19][NH:20][C:21]([C:23]2[C:27]([CH3:28])=[C:26]([CH:29]=[C:5]3[C:4]4[C:8](=[CH:9][CH:10]=[C:2]([Br:1])[CH:3]=4)[NH:7][C:6]3=[O:11])[NH:25][C:24]=2[CH3:31])=[O:22])[CH:16]=[CH:15][N:14]=[CH:13]1. The yield is 0.590.